From a dataset of Reaction yield outcomes from USPTO patents with 853,638 reactions. Predict the reaction yield, written as a fraction of the theoretical maximum amount of product (1.0 means a 100% yield; for example, 0.34 means a 34% yield). (1) The reactants are C(=[N:14][C:15]1[CH:16]=[C:17]([C:21]([C:23]2[C:31]3[C:30]([Cl:32])=[N:29][CH:28]=[N:27][C:26]=3[N:25]([CH3:33])[CH:24]=2)=[O:22])[CH:18]=[N:19][CH:20]=1)(C1C=CC=CC=1)C1C=CC=CC=1.C(O)(=O)CC(CC(O)=O)(C(O)=O)O.CCOCC. The catalyst is C1COCC1. The product is [NH2:14][C:15]1[CH:16]=[C:17]([C:21]([C:23]2[C:31]3[C:30]([Cl:32])=[N:29][CH:28]=[N:27][C:26]=3[N:25]([CH3:33])[CH:24]=2)=[O:22])[CH:18]=[N:19][CH:20]=1. The yield is 0.950. (2) The reactants are [CH:1]([N:14]1[C:22]2[C:17](=[CH:18][C:19]([Cl:23])=[CH:20][CH:21]=2)[C:16]([CH2:24][CH2:25][O:26][C:27]2[CH:36]=[CH:35][C:30]([C:31]([O:33]C)=[O:32])=[CH:29][CH:28]=2)=[C:15]1[CH2:37][CH2:38][NH:39][S:40]([CH2:43]Cl)(=[O:42])=[O:41])([C:8]1[CH:13]=[CH:12][CH:11]=[CH:10][CH:9]=1)[C:2]1[CH:7]=[CH:6][CH:5]=[CH:4][CH:3]=1.[Cl:45][C:46]1[CH:51]=[C:50]([Cl:52])[CH:49]=[CH:48][C:47]=1[SH:53]. No catalyst specified. The product is [CH:1]([N:14]1[C:22]2[C:17](=[CH:18][C:19]([Cl:23])=[CH:20][CH:21]=2)[C:16]([CH2:24][CH2:25][O:26][C:27]2[CH:28]=[CH:29][C:30]([C:31]([OH:33])=[O:32])=[CH:35][CH:36]=2)=[C:15]1[CH2:37][CH2:38][NH:39][S:40]([CH2:43][S:53][C:47]1[CH:48]=[CH:49][C:50]([Cl:52])=[CH:51][C:46]=1[Cl:45])(=[O:42])=[O:41])([C:8]1[CH:9]=[CH:10][CH:11]=[CH:12][CH:13]=1)[C:2]1[CH:7]=[CH:6][CH:5]=[CH:4][CH:3]=1. The yield is 0.500.